This data is from Cav3 T-type calcium channel HTS with 100,875 compounds. The task is: Binary Classification. Given a drug SMILES string, predict its activity (active/inactive) in a high-throughput screening assay against a specified biological target. (1) The drug is O=C1C(=C/C(=N/Nc2cc(c(cc2)C)C)C=C1)/C=N/NC(=O)c1ccc(N)cc1. The result is 0 (inactive). (2) The drug is Brc1n(c2c(n(c(=O)n(c2=O)C)C)n1)CCc1ccccc1. The result is 0 (inactive). (3) The molecule is S\1C(C(=O)N(C1=C(\C(=O)N)C#N)c1ccc(F)cc1)C. The result is 0 (inactive). (4) The compound is OC(=O)C1(C(C(CC1)C(=O)Nc1ccccc1)(C)C)C. The result is 0 (inactive). (5) The compound is O=C(Nc1c2OCOc2ccc1)CN1CCCCCC1. The result is 0 (inactive). (6) The compound is O=C(Nc1ccccc1)c1nc(NCC)nc(NCC)n1. The result is 0 (inactive). (7) The compound is S(CC(=O)N1CCCC1)c1sc2c(n1)ccc(NC(=O)CSc1n(c(nn1)c1ccccc1)C)c2. The result is 0 (inactive). (8) The result is 0 (inactive). The drug is Fc1c(C(=O)Nc2c(c3nn(nn3)CC(=O)NCc3occc3)cccc2)cccc1.